This data is from Forward reaction prediction with 1.9M reactions from USPTO patents (1976-2016). The task is: Predict the product of the given reaction. The product is: [CH2:19]([O:18][C:16](=[O:17])[NH:15][C@H:9]([C:8]12[O:4][CH2:5][C:2]([CH3:1])([CH2:3][O:26]1)[CH2:6][O:7]2)[CH2:10][C:11]([CH3:12])([CH3:14])[CH3:13])[C:20]1[CH:25]=[CH:24][CH:23]=[CH:22][CH:21]=1. Given the reactants [CH3:1][C:2]1([CH2:6][O:7][C:8](=[O:26])[C@@H:9]([NH:15][C:16]([O:18][CH2:19][C:20]2[CH:25]=[CH:24][CH:23]=[CH:22][CH:21]=2)=[O:17])[CH2:10][C:11]([CH3:14])([CH3:13])[CH3:12])[CH2:5][O:4][CH2:3]1.C(N(CC)CC)C, predict the reaction product.